The task is: Predict the reaction yield, written as a fraction of the theoretical maximum amount of product (1.0 means a 100% yield; for example, 0.34 means a 34% yield).. This data is from Reaction yield outcomes from USPTO patents with 853,638 reactions. (1) The reactants are [NH2:1][C:2]1[C:3]([CH3:13])=[C:4]([CH:9]=[C:10]([Br:12])[CH:11]=1)[C:5]([O:7][CH3:8])=[O:6].[C:14]([O:18][C:19](=[O:28])[NH:20][CH:21]1[CH2:26][CH2:25][C:24](=O)[CH2:23][CH2:22]1)([CH3:17])([CH3:16])[CH3:15].C(O)(=O)C.C([BH3-])#N.[Na+]. The catalyst is CO. The product is [Br:12][C:10]1[CH:11]=[C:2]([NH:1][CH:24]2[CH2:23][CH2:22][CH:21]([NH:20][C:19]([O:18][C:14]([CH3:17])([CH3:16])[CH3:15])=[O:28])[CH2:26][CH2:25]2)[C:3]([CH3:13])=[C:4]([CH:9]=1)[C:5]([O:7][CH3:8])=[O:6]. The yield is 0.440. (2) The reactants are [CH3:1][O:2][C:3]1[CH:4]=[C:5]2[C:9](=[CH:10][C:11]=1[N+:12]([O-])=O)[N:8]([C:15](=[O:22])[C@@H:16]1[CH2:20][CH2:19][CH2:18][N:17]1[CH3:21])[CH2:7][CH2:6]2.O1CCCC1. The catalyst is CO.[Pd]. The product is [CH3:1][O:2][C:3]1[CH:4]=[C:5]2[C:9](=[CH:10][C:11]=1[NH2:12])[N:8]([C:15](=[O:22])[C@@H:16]1[CH2:20][CH2:19][CH2:18][N:17]1[CH3:21])[CH2:7][CH2:6]2. The yield is 0.990.